From a dataset of Full USPTO retrosynthesis dataset with 1.9M reactions from patents (1976-2016). Predict the reactants needed to synthesize the given product. (1) The reactants are: [CH3:1][N:2]([CH3:19])[CH2:3][CH2:4][C@H:5]1[CH2:10][CH2:9][C@H:8]([NH:11]C(=O)OC(C)(C)C)[CH2:7][CH2:6]1.[ClH:20]. Given the product [ClH:20].[ClH:20].[CH3:19][N:2]([CH3:1])[CH2:3][CH2:4][C@H:5]1[CH2:6][CH2:7][C@H:8]([NH2:11])[CH2:9][CH2:10]1, predict the reactants needed to synthesize it. (2) Given the product [OH:14][CH:13]([C:15]1[C:16]([C:26]2[CH:27]=[CH:28][CH:29]=[CH:30][CH:31]=2)=[N:17][N:18]2[CH:23]=[C:22]([O:24][CH3:25])[CH:21]=[CH:20][C:19]=12)[C:11]1[N:10]=[C:9]([C:32]([O:34][CH3:35])=[O:33])[CH:8]=[C:7]([O:6][CH3:5])[CH:12]=1, predict the reactants needed to synthesize it. The reactants are: CO.[BH4-].[Na+].[CH3:5][O:6][C:7]1[CH:12]=[C:11]([C:13]([C:15]2[C:16]([C:26]3[CH:31]=[CH:30][CH:29]=[CH:28][CH:27]=3)=[N:17][N:18]3[CH:23]=[C:22]([O:24][CH3:25])[CH:21]=[CH:20][C:19]=23)=[O:14])[N:10]=[C:9]([C:32]([O:34][CH3:35])=[O:33])[CH:8]=1.[Cl-].[NH4+]. (3) Given the product [C:12]([C:16]1[S:17][C:18]([CH:21]=[N:1][OH:2])=[CH:19][N:20]=1)(=[O:11])[CH3:13], predict the reactants needed to synthesize it. The reactants are: [NH2:1][OH:2].Cl.N1C=CC=CC=1.C[O:11][C:12]([C:16]1[S:17][C:18]([CH:21]=O)=[CH:19][N:20]=1)(OC)[CH3:13].C1(C)C=CC=CC=1. (4) The reactants are: CC1(C)C(C)(C)OB([C:9]2[CH:14]=[CH:13][C:12]([S:15]([C:18]3[C:19]([CH3:24])=[CH:20][CH:21]=[CH:22][CH:23]=3)(=[O:17])=[O:16])=[CH:11][CH:10]=2)O1.[CH3:26][O:27][C:28](=[O:50])[CH2:29][C:30]1[C:39]([CH3:40])=[C:38](OS(C(F)(F)F)(=O)=O)[C:37]2[C:32](=[CH:33][CH:34]=[C:35]([F:49])[CH:36]=2)[CH:31]=1.[O-]P([O-])([O-])=O.[K+].[K+].[K+].C1(P(C2CCCCC2)C2C=CC=CC=2C2C(OC)=CC=CC=2OC)CCCCC1. Given the product [CH3:26][O:27][C:28](=[O:50])[CH2:29][C:30]1[C:39]([CH3:40])=[C:38]([C:9]2[CH:10]=[CH:11][C:12]([S:15]([C:18]3[C:19]([CH3:24])=[CH:20][CH:21]=[CH:22][CH:23]=3)(=[O:16])=[O:17])=[CH:13][CH:14]=2)[C:37]2[C:32](=[CH:33][CH:34]=[C:35]([F:49])[CH:36]=2)[CH:31]=1, predict the reactants needed to synthesize it. (5) Given the product [C:64]([C:48]1[CH:49]=[C:50]([C:55]#[N:56])[CH:51]=[C:52]([F:54])[CH:53]=1)(=[O:66])[CH3:65], predict the reactants needed to synthesize it. The reactants are: C1(C2C3C(=CC=CC=3)C=CC=2P(C2C=CC=CC=2)C2C=CC=CC=2)C2C(=CC=CC=2)C=CC=1P(C1C=CC=CC=1)C1C=CC=CC=1.Br[C:48]1[CH:49]=[C:50]([C:55]#[N:56])[CH:51]=[C:52]([F:54])[CH:53]=1.C1(C)C=CC=CC=1.[CH2:64]([O:66]C([Sn](CCCC)(CCCC)CCCC)=C)[CH3:65]. (6) Given the product [F:30][C:3]1[CH:4]=[C:5]([C:8]2[CH:9]=[N:10][C:11]3[N:12]([C:14]([C:17]4([C:20]5[CH:21]=[C:22]6[C:27](=[CH:28][CH:29]=5)[N:26]=[CH:25][CH:24]=[CH:23]6)[CH2:19][CH2:18]4)=[CH:15][N:16]=3)[CH:13]=2)[CH:6]=[CH:7][C:2]=1[N:31]1[CH2:35][CH2:34][CH2:33][C:32]1=[O:36], predict the reactants needed to synthesize it. The reactants are: Br[C:2]1[CH:7]=[CH:6][C:5]([C:8]2[CH:9]=[N:10][C:11]3[N:12]([C:14]([C:17]4([C:20]5[CH:21]=[C:22]6[C:27](=[CH:28][CH:29]=5)[N:26]=[CH:25][CH:24]=[CH:23]6)[CH2:19][CH2:18]4)=[CH:15][N:16]=3)[CH:13]=2)=[CH:4][C:3]=1[F:30].[NH:31]1[CH2:35][CH2:34][CH2:33][C:32]1=[O:36].CN[C@H]1CCCC[C@@H]1NC.C(=O)([O-])[O-].[K+].[K+]. (7) Given the product [F:10][C:11]1[CH:24]=[CH:23][C:14]([O:15][C:16]2[CH:21]=[CH:20][C:19]([O:1][CH:2]3[CH:7]4[CH2:8][CH2:9][N:4]([CH2:5][CH2:6]4)[CH2:3]3)=[CH:18][CH:17]=2)=[CH:13][CH:12]=1, predict the reactants needed to synthesize it. The reactants are: [OH:1][CH:2]1[CH:7]2[CH2:8][CH2:9][N:4]([CH2:5][CH2:6]2)[CH2:3]1.[F:10][C:11]1[CH:24]=[CH:23][C:14]([O:15][C:16]2[CH:21]=[CH:20][C:19](O)=[CH:18][CH:17]=2)=[CH:13][CH:12]=1.